This data is from Reaction yield outcomes from USPTO patents with 853,638 reactions. The task is: Predict the reaction yield, written as a fraction of the theoretical maximum amount of product (1.0 means a 100% yield; for example, 0.34 means a 34% yield). (1) The reactants are ClC1C=C([C:9]2[N:13]3[C:14]4[N:22]=[C:21]([O:23][CH3:24])[CH:20]=[CH:19][C:15]=4[N:16]=[C:17]([CH3:18])[C:12]3=[C:11]([CH3:25])[N:10]=2)C=C(Cl)C=1.[F:26][C:27]1[C:32]([O:33][CH3:34])=[CH:31][CH:30]=[CH:29][C:28]=1B(O)O. No catalyst specified. The product is [F:26][C:27]1[C:32]([O:33][CH3:34])=[CH:31][CH:30]=[CH:29][C:28]=1[C:9]1[N:13]2[C:14]3[N:22]=[C:21]([O:23][CH3:24])[CH:20]=[CH:19][C:15]=3[N:16]=[C:17]([CH3:18])[C:12]2=[C:11]([CH3:25])[N:10]=1. The yield is 0.140. (2) The reactants are [Br:1][C:2]1[C:9]([CH3:10])=[CH:8][C:5]([C:6]#[N:7])=[C:4]([F:11])[CH:3]=1.S(=O)(=O)(O)[OH:13]. The catalyst is C(O)(C(F)(F)F)=O. The product is [Br:1][C:2]1[C:9]([CH3:10])=[CH:8][C:5]([C:6]([NH2:7])=[O:13])=[C:4]([F:11])[CH:3]=1. The yield is 0.950. (3) No catalyst specified. The yield is 0.940. The product is [F:23][C:20]([F:21])([F:22])[C:15]1[CH:16]=[CH:17][CH:18]=[CH:19][C:14]=1[N:13]1[CH:7]=[N:8][C:9]([NH2:12])=[N:10]1. The reactants are C1([C:7]2O[N:10]=[C:9]([NH2:12])[N:8]=2)C=CC=CC=1.[NH2:13][C:14]1[CH:19]=[CH:18][CH:17]=[CH:16][C:15]=1[C:20]([F:23])([F:22])[F:21]. (4) The reactants are [CH:1]([C:4]1[CH:9]=[CH:8][CH:7]=[C:6]([CH:10]([CH3:12])[CH3:11])[C:5]=1[NH:13][C:14]1[CH:19]=[CH:18][C:17]([C:20]2[CH:25]=[CH:24][CH:23]=[CH:22][CH:21]=2)=[CH:16][C:15]=1[N+:26]([O-])=O)([CH3:3])[CH3:2].C(O)C. The yield is 0.960. The catalyst is [Pd].C(O)(=O)C. The product is [CH:1]([C:4]1[CH:9]=[CH:8][CH:7]=[C:6]([CH:10]([CH3:12])[CH3:11])[C:5]=1[NH:13][C:14]1[CH:19]=[CH:18][C:17]([C:20]2[CH:21]=[CH:22][CH:23]=[CH:24][CH:25]=2)=[CH:16][C:15]=1[NH2:26])([CH3:2])[CH3:3].